Task: Predict the product of the given reaction.. Dataset: Forward reaction prediction with 1.9M reactions from USPTO patents (1976-2016) Given the reactants [CH2:1]([N:3]([CH2:29][CH3:30])[C:4](=[O:28])[C:5]1[CH:10]=[CH:9][C:8]([CH:11]([N:20]2[C:24]([CH3:25])=[C:23](I)[C:22]([CH3:27])=[N:21]2)[C:12]2[CH:17]=[CH:16][CH:15]=[C:14]([O:18][CH3:19])[CH:13]=2)=[CH:7][CH:6]=1)[CH3:2].[F:31][C:32]1[CH:37]=[CH:36][C:35](B(O)O)=[CH:34][CH:33]=1.C([O-])([O-])=O.[Na+].[Na+], predict the reaction product. The product is: [CH2:1]([N:3]([CH2:29][CH3:30])[C:4](=[O:28])[C:5]1[CH:10]=[CH:9][C:8]([CH:11]([N:20]2[C:24]([CH3:25])=[C:23]([C:35]3[CH:36]=[CH:37][C:32]([F:31])=[CH:33][CH:34]=3)[C:22]([CH3:27])=[N:21]2)[C:12]2[CH:17]=[CH:16][CH:15]=[C:14]([O:18][CH3:19])[CH:13]=2)=[CH:7][CH:6]=1)[CH3:2].